This data is from Forward reaction prediction with 1.9M reactions from USPTO patents (1976-2016). The task is: Predict the product of the given reaction. (1) The product is: [C:13]([O:17][C:18](=[O:19])[NH:20][C@H:21]([CH2:25][CH2:26][S:27][CH3:28])[C:22]([NH:12][CH2:11][C:5]1[CH:6]=[CH:7][C:8]([O:9][CH3:10])=[C:3]([O:2][CH3:1])[CH:4]=1)=[O:23])([CH3:16])([CH3:15])[CH3:14]. Given the reactants [CH3:1][O:2][C:3]1[CH:4]=[C:5]([CH2:11][NH2:12])[CH:6]=[CH:7][C:8]=1[O:9][CH3:10].[C:13]([O:17][C:18]([NH:20][C@H:21]([CH2:25][CH2:26][S:27][CH3:28])[C:22](O)=[O:23])=[O:19])([CH3:16])([CH3:15])[CH3:14].C1CN([P+](ON2N=NC3C=CC=CC2=3)(N2CCCC2)N2CCCC2)CC1.F[P-](F)(F)(F)(F)F.CCN(C(C)C)C(C)C, predict the reaction product. (2) Given the reactants [CH3:1][C:2]1[CH:3]=[C:4]([C:17]2[S:21][C:20]([N:22]3[CH2:28][CH2:27][CH2:26][NH:25][C:24](=[O:29])[CH2:23]3)=[N:19][CH:18]=2)[CH:5]=[C:6]([NH:8][C:9]2[N:14]=[C:13]([S:15][CH3:16])[CH:12]=[CH:11][N:10]=2)[CH:7]=1.ClC1C=CC=C(C(OO)=[O:38])C=1, predict the reaction product. The product is: [CH3:1][C:2]1[CH:3]=[C:4]([C:17]2[S:21][C:20]([N:22]3[CH2:28][CH2:27][CH2:26][NH:25][C:24](=[O:29])[CH2:23]3)=[N:19][CH:18]=2)[CH:5]=[C:6]([NH:8][C:9]2[N:14]=[C:13]([S:15]([CH3:16])=[O:38])[CH:12]=[CH:11][N:10]=2)[CH:7]=1. (3) Given the reactants [NH2:1][C:2]1[N:11]=[C:10]([C:12]([OH:14])=O)[C:9]2[C:4](=[CH:5][CH:6]=[CH:7][CH:8]=2)[N:3]=1.C(O[CH:18]1C=CC2C(=CC=CC=2)[N:19]1C(OCC)=O)C.C(N(CC)CC)C.[Cl-].C[NH3+], predict the reaction product. The product is: [NH2:1][C:2]1[N:11]=[C:10]([C:12](=[O:14])[NH:19][CH3:18])[C:9]2[C:4](=[CH:5][CH:6]=[CH:7][CH:8]=2)[N:3]=1. (4) Given the reactants Cl.[CH3:2][O:3][NH:4][CH3:5].C([Li])CCC.CO[C:13]([C:15]1([C:18]2[O:22][N:21]=[C:20]([C:23]3[CH:28]=[CH:27][C:26]([O:29][Si:30]([C:33]([CH3:36])([CH3:35])[CH3:34])([CH3:32])[CH3:31])=[CH:25][CH:24]=3)[C:19]=2[C:37]2[CH:42]=[CH:41][CH:40]=[CH:39][CH:38]=2)[CH2:17][CH2:16]1)=[O:14].[Cl-].[NH4+], predict the reaction product. The product is: [CH3:2][O:3][N:4]([CH3:5])[C:13]([C:15]1([C:18]2[O:22][N:21]=[C:20]([C:23]3[CH:28]=[CH:27][C:26]([O:29][Si:30]([C:33]([CH3:34])([CH3:36])[CH3:35])([CH3:31])[CH3:32])=[CH:25][CH:24]=3)[C:19]=2[C:37]2[CH:42]=[CH:41][CH:40]=[CH:39][CH:38]=2)[CH2:17][CH2:16]1)=[O:14]. (5) The product is: [CH2:1]([O:3][C:4](=[O:17])[C:5]1[CH:10]=[CH:9][C:8]([CH2:11][N:27]2[CH2:28][CH2:29][CH2:30][C@H:25]([NH:24][C:23]([O:22][C:18]([CH3:21])([CH3:20])[CH3:19])=[O:31])[CH2:26]2)=[C:7]([C:13]([F:16])([F:15])[F:14])[CH:6]=1)[CH3:2]. Given the reactants [CH2:1]([O:3][C:4](=[O:17])[C:5]1[CH:10]=[CH:9][C:8]([CH2:11]Br)=[C:7]([C:13]([F:16])([F:15])[F:14])[CH:6]=1)[CH3:2].[C:18]([O:22][C:23](=[O:31])[NH:24][C@H:25]1[CH2:30][CH2:29][CH2:28][NH:27][CH2:26]1)([CH3:21])([CH3:20])[CH3:19].C(OC(=O)C1C=CC(CN2CC[C@@H](NC(OC(C)(C)C)=O)C2)=C(C(F)(F)F)C=1)C, predict the reaction product. (6) Given the reactants C([O:3][C:4](=[O:36])[CH2:5][C:6]1[CH:35]=[CH:34][C:9]2[C:10]3[C:15]([NH:16][C:17]4[CH:22]=[CH:21][C:20]([O:23][CH2:24][C:25]5[CH:30]=[CH:29][CH:28]=[C:27]([F:31])[CH:26]=5)=[C:19]([Cl:32])[CH:18]=4)=[N:14][CH:13]=[N:12][C:11]=3[S:33][C:8]=2[CH:7]=1)C.O.[OH-].[Li+], predict the reaction product. The product is: [Cl:32][C:19]1[CH:18]=[C:17]([NH:16][C:15]2[C:10]3[C:9]4[CH:34]=[CH:35][C:6]([CH2:5][C:4]([OH:36])=[O:3])=[CH:7][C:8]=4[S:33][C:11]=3[N:12]=[CH:13][N:14]=2)[CH:22]=[CH:21][C:20]=1[O:23][CH2:24][C:25]1[CH:30]=[CH:29][CH:28]=[C:27]([F:31])[CH:26]=1. (7) Given the reactants Cl[C:2]1[C:7]([C:8]([O:10][CH2:11][CH3:12])=[O:9])=[CH:6][N:5]=[C:4]([S:13][CH3:14])[N:3]=1.O.[NH2:16][NH2:17], predict the reaction product. The product is: [CH2:11]([O:10][C:8]([C:7]1[C:2]([NH:16][NH2:17])=[N:3][C:4]([S:13][CH3:14])=[N:5][CH:6]=1)=[O:9])[CH3:12]. (8) Given the reactants [CH:1]1([N:4]2[C:8]([N:9]3[CH2:15][CH2:14][CH2:13][C@@H:12]([NH:16][C:17](=[O:22])[C:18]([F:21])([F:20])[F:19])[CH2:11][CH2:10]3)=[C:7]([N+:23]([O-])=O)[CH:6]=[N:5]2)[CH2:3][CH2:2]1.[C:26]([O:30][C:31]([NH:33][C:34]1[S:38][C:37]([C:39]2[C:44]([F:45])=[CH:43][CH:42]=[CH:41][C:40]=2[F:46])=[N:36][C:35]=1[C:47](O)=[O:48])=[O:32])([CH3:29])([CH3:28])[CH3:27], predict the reaction product. The product is: [F:46][C:40]1[CH:41]=[CH:42][CH:43]=[C:44]([F:45])[C:39]=1[C:37]1[S:38][C:34]([NH:33][C:31](=[O:32])[O:30][C:26]([CH3:28])([CH3:27])[CH3:29])=[C:35]([C:47](=[O:48])[NH:23][C:7]2[CH:6]=[N:5][N:4]([CH:1]3[CH2:3][CH2:2]3)[C:8]=2[N:9]2[CH2:15][CH2:14][CH2:13][C@@H:12]([NH:16][C:17](=[O:22])[C:18]([F:21])([F:20])[F:19])[CH2:11][CH2:10]2)[N:36]=1. (9) Given the reactants [F:1][CH2:2][C:3]([C:7]1[O:11][N:10]=[C:9]([NH:12][C:13](=[O:21])OC2C=CC=CC=2)[CH:8]=1)([CH3:6])[CH2:4][F:5].[CH3:22][O:23][C:24]1[CH:25]=[C:26]2[C:31](=[CH:32][C:33]=1[O:34][CH2:35][CH2:36][O:37][CH3:38])[N:30]=[CH:29][N:28]=[C:27]2[O:39][C:40]1[CH:41]=[C:42]([CH:44]=[CH:45][CH:46]=1)[NH2:43], predict the reaction product. The product is: [F:5][CH2:4][C:3]([C:7]1[O:11][N:10]=[C:9]([NH:12][C:13]([NH:43][C:42]2[CH:44]=[CH:45][CH:46]=[C:40]([O:39][C:27]3[C:26]4[C:31](=[CH:32][C:33]([O:34][CH2:35][CH2:36][O:37][CH3:38])=[C:24]([O:23][CH3:22])[CH:25]=4)[N:30]=[CH:29][N:28]=3)[CH:41]=2)=[O:21])[CH:8]=1)([CH3:6])[CH2:2][F:1].